From a dataset of Full USPTO retrosynthesis dataset with 1.9M reactions from patents (1976-2016). Predict the reactants needed to synthesize the given product. (1) The reactants are: Br[C:2]1[S:3][C:4]2[CH:10]=[C:9]([CH:11]([N:18]3[CH:22]=[CH:21][N:20]=[CH:19]3)[CH:12]([N:15]([CH3:17])[CH3:16])[CH2:13][CH3:14])[CH:8]=[CH:7][C:5]=2[N:6]=1.[CH3:23][O:24][C:25](=[O:33])[C:26]1[CH:31]=[CH:30][C:29]([NH2:32])=[CH:28][CH:27]=1.Cl. Given the product [CH3:23][O:24][C:25](=[O:33])[C:26]1[CH:31]=[CH:30][C:29]([NH:32][C:2]2[S:3][C:4]3[CH:10]=[C:9]([CH:11]([N:18]4[CH:22]=[CH:21][N:20]=[CH:19]4)[CH:12]([N:15]([CH3:17])[CH3:16])[CH2:13][CH3:14])[CH:8]=[CH:7][C:5]=3[N:6]=2)=[CH:28][CH:27]=1, predict the reactants needed to synthesize it. (2) Given the product [CH2:15]([N:17]1[C:25]2[C:20](=[N:21][CH:22]=[CH:23][C:24]=2[CH3:26])[N:19]([C:27]2[CH:32]=[CH:31][C:30]([O:33][C:3]3[N:2]([CH3:1])[C:6]4=[N:7][CH:8]=[CH:9][CH:10]=[C:5]4[N:4]=3)=[CH:29][CH:28]=2)[C:18]1=[O:34])[CH3:16], predict the reactants needed to synthesize it. The reactants are: [CH3:1][N:2]1[C:6]2=[N:7][CH:8]=[CH:9][CH:10]=[C:5]2[N:4]=[C:3]1S(C)(=O)=O.[CH2:15]([N:17]1[C:25]2[C:20](=[N:21][CH:22]=[CH:23][C:24]=2[CH3:26])[N:19]([C:27]2[CH:32]=[CH:31][C:30]([OH:33])=[CH:29][CH:28]=2)[C:18]1=[O:34])[CH3:16].[H-].[Na+].C(O)C. (3) Given the product [CH3:31][C:30]1[CH:29]=[CH:28][C:27]([NH:32][C:33](=[O:45])[C:34]2[CH:39]=[CH:38][CH:37]=[C:36]([N:40]3[CH2:41][CH2:42][CH2:43][CH2:44]3)[CH:35]=2)=[CH:26][C:25]=1[NH:24][C:18](=[O:19])[C:17]1[CH:21]=[CH:22][CH:23]=[C:15]([O:14][CH:11]2[CH2:10][CH2:9][N:8]([C:6]([O:5][C:1]([CH3:2])([CH3:3])[CH3:4])=[O:7])[CH2:13][CH2:12]2)[CH:16]=1, predict the reactants needed to synthesize it. The reactants are: [C:1]([O:5][C:6]([N:8]1[CH2:13][CH2:12][CH:11]([O:14][C:15]2[CH:16]=[C:17]([CH:21]=[CH:22][CH:23]=2)[C:18](O)=[O:19])[CH2:10][CH2:9]1)=[O:7])([CH3:4])([CH3:3])[CH3:2].[NH2:24][C:25]1[CH:26]=[C:27]([NH:32][C:33](=[O:45])[C:34]2[CH:39]=[CH:38][CH:37]=[C:36]([N:40]3[CH2:44][CH2:43][CH2:42][CH2:41]3)[CH:35]=2)[CH:28]=[CH:29][C:30]=1[CH3:31]. (4) Given the product [CH:1]1([CH2:7][CH2:8][CH2:9][C@@H:10]([C:19]2[O:23][N:22]=[C:21]([CH2:24][N:25]([CH2:28][C:29]([O:31][CH2:32][CH3:33])=[O:30])[CH3:26])[N:20]=2)[CH2:11][C:12]([O:14][C:15]([CH3:18])([CH3:17])[CH3:16])=[O:13])[CH2:2][CH2:3][CH2:4][CH2:5][CH2:6]1, predict the reactants needed to synthesize it. The reactants are: [CH:1]1([CH2:7][CH2:8][CH2:9][C@@H:10]([C:19]2[O:23][N:22]=[C:21]([CH2:24][NH:25][CH3:26])[N:20]=2)[CH2:11][C:12]([O:14][C:15]([CH3:18])([CH3:17])[CH3:16])=[O:13])[CH2:6][CH2:5][CH2:4][CH2:3][CH2:2]1.Br[CH2:28][C:29]([O:31][CH2:32][CH3:33])=[O:30]. (5) The reactants are: [Cl:1][C:2]1[CH:7]=[CH:6][C:5]([C:8]2[CH:13]=[C:12]([CH:14]3[CH2:16][CH2:15]3)[N:11]3[N:17]=[CH:18][C:19]([C:20]([OH:22])=O)=[C:10]3[N:9]=2)=[CH:4][CH:3]=1.O[NH:24][C:25](=[NH:36])[C:26]1[CH:31]=[CH:30][CH:29]=[C:28]([S:32](=[O:35])(=[O:34])[NH2:33])[CH:27]=1. Given the product [Cl:1][C:2]1[CH:3]=[CH:4][C:5]([C:8]2[CH:13]=[C:12]([CH:14]3[CH2:16][CH2:15]3)[N:11]3[N:17]=[CH:18][C:19]([C:20]4[O:22][N:36]=[C:25]([C:26]5[CH:27]=[C:28]([S:32]([NH2:33])(=[O:34])=[O:35])[CH:29]=[CH:30][CH:31]=5)[N:24]=4)=[C:10]3[N:9]=2)=[CH:6][CH:7]=1, predict the reactants needed to synthesize it. (6) Given the product [Cl:1][C:2]1[N:3]=[C:4]([CH2:16][CH2:17][CH3:18])[NH:5][C:6]=1[CH2:7][OH:8], predict the reactants needed to synthesize it. The reactants are: [Cl:1][C:2]1[N:3]=[C:4]([CH2:16][CH2:17][CH3:18])[NH:5][C:6]=1[CH2:7][O:8]CC1C=CC=CC=1.CS(O)(=O)=O.[OH-].[Na+]. (7) Given the product [Cl:15][C:12]1[CH:13]=[CH:14][C:9]([O:8][CH2:7][C:6]([OH:5])=[O:18])=[C:10]([C:16]#[C:17][C:20]2[CH:25]=[N:24][CH:23]=[C:22]([S:26]([NH:29][CH2:30][CH2:31][OH:32])(=[O:28])=[O:27])[CH:21]=2)[CH:11]=1, predict the reactants needed to synthesize it. The reactants are: C([O:5][C:6](=[O:18])[CH2:7][O:8][C:9]1[CH:14]=[CH:13][C:12]([Cl:15])=[CH:11][C:10]=1[C:16]#[CH:17])(C)(C)C.Br[C:20]1[CH:21]=[C:22]([S:26]([NH:29][CH2:30][CH2:31][OH:32])(=[O:28])=[O:27])[CH:23]=[N:24][CH:25]=1. (8) Given the product [C:1]([O:4][CH2:5][C:6]1[NH:7][CH:8]=[C:9]([S:20][C:21]([CH3:24])([CH3:23])[CH3:22])[C:10](=[O:12])[CH:11]=1)(=[O:3])[CH3:2], predict the reactants needed to synthesize it. The reactants are: [C:1]([O:4][CH2:5][C:6]1[CH:11]=[C:10]([O:12]CC2C=CC=CC=2)[C:9]([S:20][C:21]([CH3:24])([CH3:23])[CH3:22])=[CH:8][N:7]=1)(=[O:3])[CH3:2]. (9) The reactants are: [OH:1][CH2:2][C:3]1[N:8]=[CH:7][C:6]([NH:9][C:10](=[O:16])[O:11][C:12]([CH3:15])([CH3:14])[CH3:13])=[CH:5][CH:4]=1.CCN(C(C)C)C(C)C.[CH3:26][S:27](Cl)(=[O:29])=[O:28]. Given the product [CH3:26][S:27]([O:1][CH2:2][C:3]1[CH:4]=[CH:5][C:6]([NH:9][C:10]([O:11][C:12]([CH3:13])([CH3:15])[CH3:14])=[O:16])=[CH:7][N:8]=1)(=[O:29])=[O:28], predict the reactants needed to synthesize it. (10) Given the product [CH3:1][N:2]1[CH2:7][CH2:6][CH:5]([C:8]2[CH:16]=[CH:15][CH:14]=[C:13]3[C:9]=2[CH:10]=[N:18][NH:12]3)[CH2:4][CH2:3]1, predict the reactants needed to synthesize it. The reactants are: [CH3:1][N:2]1[CH2:7][CH:6]=[C:5]([C:8]2[CH:16]=[CH:15][CH:14]=[C:13]3[C:9]=2[CH:10]=C[NH:12]3)[CH2:4][CH2:3]1.C[N:18]1CCC(C2C=CC=C3C=2C=CN3)CC1.